This data is from Catalyst prediction with 721,799 reactions and 888 catalyst types from USPTO. The task is: Predict which catalyst facilitates the given reaction. (1) Reactant: C(OC([N:11]1[CH2:16][CH2:15][CH2:14][CH:13]([C:17]([C:20]([O:22]CC)=[O:21])([CH3:19])[CH3:18])[CH2:12]1)=O)C1C=CC=CC=1.CO. Product: [CH3:19][C:17]([CH:13]1[CH2:14][CH2:15][CH2:16][NH:11][CH2:12]1)([CH3:18])[C:20]([OH:22])=[O:21]. The catalyst class is: 331. (2) Reactant: [CH3:1][CH:2]1[N:11]2[CH:12]=[C:13]([C:16]([OH:18])=[O:17])[C:14](=[O:15])[C:9]3[C:10]2=[C:5]([CH:6]=[C:7](F)[CH:8]=3)[CH2:4][CH2:3]1.[NH2:20][CH2:21][CH2:22][NH2:23]. Product: [NH2:20][CH2:21][CH2:22][NH:23][C:7]1[CH:8]=[C:9]2[C:10]3=[C:5]([CH2:4][CH2:3][CH:2]([CH3:1])[N:11]3[CH:12]=[C:13]([C:16]([OH:18])=[O:17])[C:14]2=[O:15])[CH:6]=1. The catalyst class is: 60. (3) Reactant: [CH2:1]([O:8][C:9]1[CH:17]=[CH:16][C:15]2[N:14]3[CH2:18][C:19](C(OCC)=O)=[C:20]([O-:21])[C:13]3=[CH:12][C:11]=2[CH:10]=1)[C:2]1[CH:7]=[CH:6][CH:5]=[CH:4][CH:3]=1.[K+]. Product: [CH2:1]([O:8][C:9]1[CH:17]=[CH:16][C:15]2[N:14]3[CH2:18][CH2:19][C:20](=[O:21])[C:13]3=[CH:12][C:11]=2[CH:10]=1)[C:2]1[CH:3]=[CH:4][CH:5]=[CH:6][CH:7]=1. The catalyst class is: 313. (4) Reactant: [CH3:1][C:2]([C:5]1[CH:6]=[C:7]([C:16](=[CH2:30])[C:17]([NH:19][C:20]2[CH:25]=[CH:24][C:23]([OH:26])=[C:22]([N+:27]([O-])=O)[CH:21]=2)=[O:18])[CH:8]=[C:9]([C:12]([CH3:15])([CH3:14])[CH3:13])[C:10]=1[OH:11])([CH3:4])[CH3:3].[Sn](Cl)(Cl)(Cl)Cl.C(=O)(O)[O-].[Na+]. Product: [CH3:15][C:12]([C:9]1[CH:8]=[C:7]([C:16](=[CH2:30])[C:17]([NH:19][C:20]2[CH:25]=[CH:24][C:23]([OH:26])=[C:22]([NH2:27])[CH:21]=2)=[O:18])[CH:6]=[C:5]([C:2]([CH3:1])([CH3:3])[CH3:4])[C:10]=1[OH:11])([CH3:13])[CH3:14]. The catalyst class is: 13.